Dataset: Reaction yield outcomes from USPTO patents with 853,638 reactions. Task: Predict the reaction yield, written as a fraction of the theoretical maximum amount of product (1.0 means a 100% yield; for example, 0.34 means a 34% yield). (1) The reactants are C(OC([N:8]1[CH2:12][CH:11]([C:13]#[N:14])[CH2:10][CH:9]1[C:15]1[NH:16][C:17]([C:20]2[CH:25]=[CH:24][C:23]([C:26]3[CH:35]=[CH:34][C:33]4[C:28](=[CH:29][CH:30]=[C:31]([C:36]5[NH:37][C:38]([CH:41]6[CH2:47][C:44]7([CH2:46][CH2:45]7)[CH2:43][N:42]6[C:48](=[O:58])[CH:49]([NH:53][C:54]([O:56][CH3:57])=[O:55])[CH:50]([CH3:52])[CH3:51])=[N:39][CH:40]=5)[CH:32]=4)[CH:27]=3)=[CH:22][CH:21]=2)=[CH:18][N:19]=1)=O)(C)(C)C.[ClH:59]. The catalyst is C(Cl)Cl. The product is [ClH:59].[ClH:59].[ClH:59].[CH3:57][O:56][C:54](=[O:55])[NH:53][CH:49]([C:48]([N:42]1[CH:41]([C:38]2[NH:37][C:36]([C:31]3[CH:30]=[CH:29][C:28]4[C:33](=[CH:34][CH:35]=[C:26]([C:23]5[CH:24]=[CH:25][C:20]([C:17]6[NH:16][C:15]([CH:9]7[CH2:10][CH:11]([C:13]#[N:14])[CH2:12][NH:8]7)=[N:19][CH:18]=6)=[CH:21][CH:22]=5)[CH:27]=4)[CH:32]=3)=[CH:40][N:39]=2)[CH2:47][C:44]2([CH2:45][CH2:46]2)[CH2:43]1)=[O:58])[CH:50]([CH3:52])[CH3:51]. The yield is 0.990. (2) The product is [Br:1][C:2]1[C:3]2[C:4](=[CH:8][N:9]([C:11]3[C:16]([Cl:17])=[CH:15][CH:14]=[CH:13][C:12]=3[Cl:18])[N:10]=2)[CH:5]=[N+:6]([O-:19])[CH:7]=1. The catalyst is C(Cl)Cl.C[Re](=O)(=O)=O. The reactants are [Br:1][C:2]1[C:3]2[C:4](=[CH:8][N:9]([C:11]3[C:16]([Cl:17])=[CH:15][CH:14]=[CH:13][C:12]=3[Cl:18])[N:10]=2)[CH:5]=[N:6][CH:7]=1.[OH:19]O. The yield is 0.470. (3) The reactants are [CH2:1]([N:8]1[CH2:13][CH2:12][CH:11]([C:14]([NH:16][C:17]2[CH:22]=[CH:21][C:20]([CH2:23][NH:24][C:25]3[C:34]4[C:29](=[CH:30][CH:31]=[C:32]([CH3:35])[CH:33]=4)[N:28]=[C:27](Cl)[N:26]=3)=[CH:19][CH:18]=2)=[O:15])[CH2:10][CH2:9]1)[C:2]1[CH:7]=[CH:6][CH:5]=[CH:4][CH:3]=1.[CH3:37][NH2:38]. No catalyst specified. The product is [CH2:1]([N:8]1[CH2:13][CH2:12][CH:11]([C:14]([NH:16][C:17]2[CH:22]=[CH:21][C:20]([CH2:23][NH:24][C:25]3[C:34]4[C:29](=[CH:30][CH:31]=[C:32]([CH3:35])[CH:33]=4)[N:28]=[C:27]([NH:38][CH3:37])[N:26]=3)=[CH:19][CH:18]=2)=[O:15])[CH2:10][CH2:9]1)[C:2]1[CH:7]=[CH:6][CH:5]=[CH:4][CH:3]=1. The yield is 0.500.